This data is from Full USPTO retrosynthesis dataset with 1.9M reactions from patents (1976-2016). The task is: Predict the reactants needed to synthesize the given product. (1) Given the product [OH:24][C:19]1[CH:20]=[CH:21][CH:22]=[CH:23][C:18]=1[C:9]1[N:8]=[C:7]([N:4]2[CH2:5][CH2:6][C@@H:2]([NH:1][C:33](=[O:34])[O:35][C@H:36]3[CH2:40][CH2:39][O:38][CH2:37]3)[CH2:3]2)[C:16]2[C:11](=[CH:12][C:13]([CH3:17])=[CH:14][CH:15]=2)[N:10]=1, predict the reactants needed to synthesize it. The reactants are: [NH2:1][C@@H:2]1[CH2:6][CH2:5][N:4]([C:7]2[C:16]3[C:11](=[CH:12][C:13]([CH3:17])=[CH:14][CH:15]=3)[N:10]=[C:9]([C:18]3[CH:23]=[CH:22][CH:21]=[CH:20][C:19]=3[OH:24])[N:8]=2)[CH2:3]1.C(N(CC)CC)C.Cl[C:33]([O:35][C@H:36]1[CH2:40][CH2:39][O:38][CH2:37]1)=[O:34]. (2) Given the product [CH3:24][C:23]1[C:18]([N:15]2[CH2:16][CH2:17][N:12]([C:10]([C:5]3[CH:4]=[CH:3][C:2]([N:26]4[CH2:30][CH2:29][CH2:28][C:27]4=[O:31])=[CH:9][C:6]=3[C:7]#[N:8])=[O:11])[CH2:13][CH2:14]2)=[N:19][CH:20]=[C:21]([CH3:25])[CH:22]=1, predict the reactants needed to synthesize it. The reactants are: Br[C:2]1[CH:3]=[CH:4][C:5]([C:10]([N:12]2[CH2:17][CH2:16][N:15]([C:18]3[C:23]([CH3:24])=[CH:22][C:21]([CH3:25])=[CH:20][N:19]=3)[CH2:14][CH2:13]2)=[O:11])=[C:6]([CH:9]=1)[C:7]#[N:8].[NH:26]1[CH2:30][CH2:29][CH2:28][C:27]1=[O:31]. (3) Given the product [OH:1][CH2:2][CH2:3][NH:4][CH2:12][CH2:13][N:14]1[CH2:19][CH2:18][S:17][C:16]2[CH:20]=[CH:21][C:22]([NH:24][C:25]([C:27]3[S:28][CH:29]=[CH:30][CH:31]=3)=[NH:26])=[CH:23][C:15]1=2, predict the reactants needed to synthesize it. The reactants are: [OH:1][CH2:2][CH2:3][N:4]([CH2:12][CH2:13][N:14]1[CH2:19][CH2:18][S:17][C:16]2[CH:20]=[CH:21][C:22]([NH:24][C:25]([C:27]3[S:28][CH:29]=[CH:30][CH:31]=3)=[NH:26])=[CH:23][C:15]1=2)C(=O)OC(C)(C)C.Cl.O. (4) Given the product [ClH:1].[Cl:1][C:2]1[CH:3]=[CH:4][C:5]([NH:15][C:16]2[N:20]([CH3:21])[C:19]3[C:22]([N:26]([CH2:27][CH2:28][CH3:29])[CH2:30][CH2:31][CH3:32])=[CH:23][CH:24]=[CH:25][C:18]=3[N:17]=2)=[C:6]([CH:14]=1)[O:7][CH2:8][CH2:9][CH2:10][C:11]([NH:40][CH3:44])=[O:12], predict the reactants needed to synthesize it. The reactants are: [Cl:1][C:2]1[CH:3]=[CH:4][C:5]([NH:15][C:16]2[N:20]([CH3:21])[C:19]3[C:22]([N:26]([CH2:30][CH2:31][CH3:32])[CH2:27][CH2:28][CH3:29])=[CH:23][CH:24]=[CH:25][C:18]=3[N:17]=2)=[C:6]([CH:14]=1)[O:7][CH2:8][CH2:9][CH2:10][C:11](O)=[O:12].F[P-](F)(F)(F)(F)F.[N:40]1(OC(N(C)C)=[N+](C)C)[C:44]2N=CC=CC=2N=N1.C(N(C(C)C)CC)(C)C.CN. (5) Given the product [N+:17]([C:16]1[C:11]([O:7][CH:4]2[CH2:5][CH2:6][O:1][CH2:2][CH2:3]2)=[N:12][CH:13]=[CH:14][CH:15]=1)([O-:19])=[O:18], predict the reactants needed to synthesize it. The reactants are: [O:1]1[CH2:6][CH2:5][CH:4]([OH:7])[CH2:3][CH2:2]1.[H-].[Na+].F[C:11]1[C:16]([N+:17]([O-:19])=[O:18])=[CH:15][CH:14]=[CH:13][N:12]=1.O. (6) Given the product [Br:1][C:2]1[CH:3]=[C:4]2[C:9](=[CH:10][CH:11]=1)[N:8]([S:27]([CH3:26])(=[O:29])=[O:28])[CH2:7][N:6]1[C:12]3[CH:13]=[CH:14][CH:15]=[CH:16][C:17]=3[CH:18]=[C:5]21, predict the reactants needed to synthesize it. The reactants are: [Br:1][C:2]1[CH:3]=[C:4]2[C:9](=[CH:10][CH:11]=1)[NH:8][CH2:7][N:6]1[C:12]3[CH:13]=[CH:14][CH:15]=[CH:16][C:17]=3[CH:18]=[C:5]21.C(N(CC)CC)C.[CH3:26][S:27](Cl)(=[O:29])=[O:28]. (7) Given the product [NH2:2][C@@H:3]([CH2:8][C:9]1[CH:14]=[CH:13][C:12]([C:15]([F:16])([F:17])[F:18])=[CH:11][CH:10]=1)[CH2:4][CH2:5][OH:6], predict the reactants needed to synthesize it. The reactants are: Cl.[NH2:2][C@@H:3]([CH2:8][C:9]1[CH:14]=[CH:13][C:12]([C:15]([F:18])([F:17])[F:16])=[CH:11][CH:10]=1)[CH2:4][C:5](O)=[O:6].[BH4-].[Na+]. (8) Given the product [F:22][C:6]1[C:5]2[C:4](=[C:1]([CH3:2])[O:3][N:24]=2)[N:9]=[C:8]([C:10]([O:12][CH3:13])=[O:11])[C:7]=1[NH:14][C:15]1[CH:20]=[CH:19][CH:18]=[CH:17][C:16]=1[F:21], predict the reactants needed to synthesize it. The reactants are: [C:1]([C:4]1[N:9]=[C:8]([C:10]([O:12][CH3:13])=[O:11])[C:7]([NH:14][C:15]2[CH:20]=[CH:19][CH:18]=[CH:17][C:16]=2[F:21])=[C:6]([F:22])[C:5]=1Cl)(=[O:3])[CH3:2].[N-:24]=[N+]=[N-].[Na+]. (9) Given the product [CH3:10][O:9][C:7]1[CH:8]=[C:3]([O:2][CH3:1])[N:4]=[C:5]([O:11][CH:12]([C:16]([S:29]([CH3:32])=[O:30])([C:23]2[CH:28]=[CH:27][CH:26]=[CH:25][CH:24]=2)[C:17]2[CH:22]=[CH:21][CH:20]=[CH:19][CH:18]=2)[C:13]([OH:15])=[O:14])[N:6]=1, predict the reactants needed to synthesize it. The reactants are: [CH3:1][O:2][C:3]1[CH:8]=[C:7]([O:9][CH3:10])[N:6]=[C:5]([O:11][CH:12]([C:16]([S:29]([CH3:32])(=O)=[O:30])([C:23]2[CH:28]=[CH:27][CH:26]=[CH:25][CH:24]=2)[C:17]2[CH:22]=[CH:21][CH:20]=[CH:19][CH:18]=2)[C:13]([OH:15])=[O:14])[N:4]=1.C(O)(=O)C.OO. (10) Given the product [CH2:13]([S:10]([C:7]1[CH:6]=[C:3]([C:4]#[N:5])[C:2]([C:17]2[CH:18]=[C:19]([O:22][CH2:23][C:24]3[CH:29]=[CH:28][C:27]([O:30][CH3:31])=[CH:26][CH:25]=3)[CH:20]=[CH:21][C:16]=2[F:15])=[CH:9][CH:8]=1)(=[O:12])=[O:11])[CH3:14], predict the reactants needed to synthesize it. The reactants are: Br[C:2]1[CH:9]=[CH:8][C:7]([S:10]([CH2:13][CH3:14])(=[O:12])=[O:11])=[CH:6][C:3]=1[C:4]#[N:5].[F:15][C:16]1[CH:21]=[CH:20][C:19]([O:22][CH2:23][C:24]2[CH:29]=[CH:28][C:27]([O:30][CH3:31])=[CH:26][CH:25]=2)=[CH:18][C:17]=1B1OC(C)(C)C(C)(C)O1.C(=O)([O-])[O-].[Na+].[Na+].